Task: Predict the reactants needed to synthesize the given product.. Dataset: Full USPTO retrosynthesis dataset with 1.9M reactions from patents (1976-2016) (1) Given the product [F:59][C:20]1[CH:21]=[C:9]([NH:8][C:5]2[N:4]=[C:3]([C:22]3[N:23]([CH:28]([CH3:30])[CH3:29])[C:24]([CH3:27])=[N:25][CH:26]=3)[C:2]([F:1])=[CH:7][N:6]=2)[CH:10]=[CH:11][C:12]=1[C:13]([NH:15][CH2:16][CH2:17][NH:18][CH3:19])=[O:14], predict the reactants needed to synthesize it. The reactants are: [F:1][C:2]1[C:3]([C:22]2[N:23]([CH:28]([CH3:30])[CH3:29])[C:24]([CH3:27])=[N:25][CH:26]=2)=[N:4][C:5]([NH:8][C:9]2[CH:21]=[CH:20][C:12]([C:13]([NH:15][CH2:16][CH2:17][NH:18][CH3:19])=[O:14])=[CH:11][CH:10]=2)=[N:6][CH:7]=1.CN(C)CCNC(=O)C1C=CC(NC2N=C(C3N(C(C)C)C(C)=NC=3)C([F:59])=CN=2)=CC=1. (2) Given the product [N:31]1[C:23]([NH:1][CH:2]([C:4]2[N:5]([C:15]3[CH:20]=[CH:19][CH:18]=[C:17]([F:21])[CH:16]=3)[C:6](=[O:14])[C:7]3[N:8]([CH:10]=[CH:11][C:12]=3[Cl:13])[CH:9]=2)[CH3:3])=[C:24]2[C:28]([NH:27][CH:26]=[N:25]2)=[N:29][CH:30]=1, predict the reactants needed to synthesize it. The reactants are: [NH2:1][CH:2]([C:4]1[N:5]([C:15]2[CH:20]=[CH:19][CH:18]=[C:17]([F:21])[CH:16]=2)[C:6](=[O:14])[C:7]2[N:8]([CH:10]=[CH:11][C:12]=2[Cl:13])[CH:9]=1)[CH3:3].Cl[C:23]1[N:31]=[CH:30][N:29]=[C:28]2[C:24]=1[N:25]=[CH:26][NH:27]2.